This data is from Forward reaction prediction with 1.9M reactions from USPTO patents (1976-2016). The task is: Predict the product of the given reaction. (1) Given the reactants [CH:1]([C:3]1[N:4]=[C:5]2[C:10]([N:11]3[CH2:16][CH2:15][O:14][CH2:13][CH2:12]3)=[CH:9][CH:8]=[N:7][N:6]2[C:17]=1[C:18]1[CH:30]=[CH:29][C:21]([C:22]([O:24][C:25]([CH3:28])([CH3:27])[CH3:26])=[O:23])=[CH:20][CH:19]=1)=[O:2].O1CCOCC1.CO.[BH4-].[Na+], predict the reaction product. The product is: [OH:2][CH2:1][C:3]1[N:4]=[C:5]2[C:10]([N:11]3[CH2:16][CH2:15][O:14][CH2:13][CH2:12]3)=[CH:9][CH:8]=[N:7][N:6]2[C:17]=1[C:18]1[CH:30]=[CH:29][C:21]([C:22]([O:24][C:25]([CH3:26])([CH3:28])[CH3:27])=[O:23])=[CH:20][CH:19]=1. (2) The product is: [CH3:1][N:2]1[C:6]([C:7](=[O:15])[C:8]2[CH:9]=[CH:10][C:11]([F:14])=[CH:12][CH:13]=2)=[C:5]([CH3:16])[CH:4]=[C:3]1[CH:17]([CH3:24])[C:18]([O:20][CH2:21][CH3:22])=[O:19]. Given the reactants [CH3:1][N:2]1[C:6]([C:7](=[O:15])[C:8]2[CH:13]=[CH:12][C:11]([F:14])=[CH:10][CH:9]=2)=[C:5]([CH3:16])[CH:4]=[C:3]1[CH2:17][C:18]([O:20][CH2:21][CH3:22])=[O:19].Cl[C:24]1C=CC(C(C2N(C)C(CC(OCC)=O)=CC=2C)=O)=CC=1, predict the reaction product. (3) Given the reactants Br[CH2:2][CH2:3][CH2:4][CH2:5][CH2:6][Br:7].[O:8]=[CH:9][C:10]1[CH:18]=[CH:17][C:15](O)=[C:12]([O:13][CH3:14])[CH:11]=1.[C:19](=O)([O-])[O-:20].[K+].[K+], predict the reaction product. The product is: [Br:7][CH2:6][CH2:5][CH2:4][CH2:3][CH2:2][C:19]([C:15]1[CH:17]=[CH:18][C:10]([CH:9]=[O:8])=[CH:11][C:12]=1[O:13][CH3:14])=[O:20]. (4) Given the reactants C(O[C:9]1[C:14]([F:15])=[CH:13][C:12]([C:16]2[O:17][C:18]3[CH:23]=[C:22]([O:24][CH2:25][C@@H:26]([NH:28][C:29](=[O:31])[CH3:30])[CH3:27])[N:21]=[CH:20][C:19]=3[N:32]=2)=[C:11]([F:33])[CH:10]=1)C1C=CC=CC=1.[F:34][C:35]1([F:40])[CH2:37][CH:36]1[CH2:38][OH:39], predict the reaction product. The product is: [F:34][C:35]1([F:40])[CH2:37][CH:36]1[CH2:38][O:39][C:9]1[C:14]([F:15])=[CH:13][C:12]([C:16]2[O:17][C:18]3[CH:23]=[C:22]([O:24][CH2:25][C@@H:26]([NH:28][C:29](=[O:31])[CH3:30])[CH3:27])[N:21]=[CH:20][C:19]=3[N:32]=2)=[C:11]([F:33])[CH:10]=1.